This data is from Full USPTO retrosynthesis dataset with 1.9M reactions from patents (1976-2016). The task is: Predict the reactants needed to synthesize the given product. (1) Given the product [F:9][C:5]1[C:6]([F:8])=[CH:7][C:2]([C:22]2[CH:23]=[CH:24][C:19]([OH:18])=[CH:20][CH:21]=2)=[C:3]([S:10][CH3:11])[CH:4]=1, predict the reactants needed to synthesize it. The reactants are: Br[C:2]1[CH:7]=[C:6]([F:8])[C:5]([F:9])=[CH:4][C:3]=1[S:10][CH3:11].O1CCOCC1.[OH:18][C:19]1[CH:24]=[CH:23][C:22](B(O)O)=[CH:21][CH:20]=1.C(=O)([O-])[O-].[Na+].[Na+]. (2) Given the product [O:41]1[CH2:40][CH2:39][N:38]([C:21]2[N:20]=[C:19]([C:16]3[CH:17]=[CH:18][C:13]([NH:12][C:11]([NH:10][C:7]4[CH:8]=[CH:9][C:4]([CH2:3][CH2:2][N:47]5[CH2:48][CH2:49][CH2:45][CH2:46]5)=[CH:5][CH:6]=4)=[O:44])=[CH:14][CH:15]=3)[N:24]=[C:23]3[N:25]([CH:28]4[CH2:29][CH2:30][N:31]([C:34]([O:36][CH3:37])=[O:35])[CH2:32][CH2:33]4)[N:26]=[CH:27][C:22]=23)[CH2:43][CH2:42]1, predict the reactants needed to synthesize it. The reactants are: O[CH2:2][CH2:3][C:4]1[CH:9]=[CH:8][C:7]([NH:10][C:11](=[O:44])[NH:12][C:13]2[CH:18]=[CH:17][C:16]([C:19]3[N:24]=[C:23]4[N:25]([CH:28]5[CH2:33][CH2:32][N:31]([C:34]([O:36][CH3:37])=[O:35])[CH2:30][CH2:29]5)[N:26]=[CH:27][C:22]4=[C:21]([N:38]4[CH2:43][CH2:42][O:41][CH2:40][CH2:39]4)[N:20]=3)=[CH:15][CH:14]=2)=[CH:6][CH:5]=1.[CH3:45][CH2:46][N:47](CC)[CH2:48][CH3:49].S(Cl)(C1C=CC(C)=CC=1)(=O)=O.N1CCCC1. (3) Given the product [F:1][C:2]1[CH:3]=[CH:4][C:5]([CH2:8][C:9]2[CH:18]=[C:17]3[C:12]([C:13]([OH:36])=[C:14]([C:31]([NH:37][C@@H:38]([CH2:39][OH:40])[CH2:41][CH:42]([CH3:44])[CH3:43])=[O:32])[C:15](=[O:30])[N:16]3[CH2:19][CH2:20][CH2:21][N:22]3[CH2:28][CH2:27][CH2:26][CH2:25][CH2:24][C:23]3=[O:29])=[N:11][CH:10]=2)=[CH:6][CH:7]=1, predict the reactants needed to synthesize it. The reactants are: [F:1][C:2]1[CH:7]=[CH:6][C:5]([CH2:8][C:9]2[CH:18]=[C:17]3[C:12]([C:13]([OH:36])=[C:14]([C:31](OCC)=[O:32])[C:15](=[O:30])[N:16]3[CH2:19][CH2:20][CH2:21][N:22]3[CH2:28][CH2:27][CH2:26][CH2:25][CH2:24][C:23]3=[O:29])=[N:11][CH:10]=2)=[CH:4][CH:3]=1.[NH2:37][C@H:38]([CH2:41][CH:42]([CH3:44])[CH3:43])[CH2:39][OH:40]. (4) Given the product [CH2:10]([O:9][C:7]([NH:6]/[C:5](=[CH:35]\[CH2:34][P:32]([O:31][CH2:29][CH3:30])([CH3:37])=[O:33])/[C:3]([O:2][CH3:1])=[O:4])=[O:8])[C:11]1[CH:12]=[CH:13][CH:14]=[CH:15][CH:16]=1, predict the reactants needed to synthesize it. The reactants are: [CH3:1][O:2][C:3]([CH:5](P(OC)(OC)=O)[NH:6][C:7]([O:9][CH2:10][C:11]1[CH:16]=[CH:15][CH:14]=[CH:13][CH:12]=1)=[O:8])=[O:4].CC(C)([O-])C.[K+].[CH2:29]([O:31][P:32]([CH3:37])([CH2:34][CH:35]=O)=[O:33])[CH3:30]. (5) Given the product [N+:9]([C:8]1[C:3]([CH2:2][P:12](=[O:19])([O:16][CH2:17][CH3:18])[O:13][CH2:14][CH3:15])=[N:4][CH:5]=[N:6][CH:7]=1)([O-:11])=[O:10], predict the reactants needed to synthesize it. The reactants are: Br[CH2:2][C:3]1[C:8]([N+:9]([O-:11])=[O:10])=[CH:7][N:6]=[CH:5][N:4]=1.[P:12]([O:19]CC)([O:16][CH2:17][CH3:18])[O:13][CH2:14][CH3:15]. (6) Given the product [CH2:34]([N:32]1[N:31]=[N:30][C:29]([C:26]2[CH:27]=[CH:28][C:23]([CH2:22][N:1]3[CH2:2][CH2:3][CH:4]([C:5]([O:7][CH2:8][CH3:9])=[O:6])[CH2:10][CH2:11]3)=[CH:24][CH:25]=2)=[N:33]1)[CH3:35], predict the reactants needed to synthesize it. The reactants are: [NH:1]1[CH2:11][CH2:10][CH:4]([C:5]([O:7][CH2:8][CH3:9])=[O:6])[CH2:3][CH2:2]1.C(N(CC)C(C)C)(C)C.Br[CH2:22][C:23]1[CH:28]=[CH:27][C:26]([C:29]2[N:30]=[N:31][N:32]([CH2:34][CH3:35])[N:33]=2)=[CH:25][CH:24]=1.